The task is: Predict the reaction yield, written as a fraction of the theoretical maximum amount of product (1.0 means a 100% yield; for example, 0.34 means a 34% yield).. This data is from Reaction yield outcomes from USPTO patents with 853,638 reactions. (1) The reactants are C(Cl)(=O)C(Cl)=O.CS(C)=O.[OH:11][C@@H:12]1[CH2:16][CH2:15][CH2:14][C@H:13]1[O:17][C:18]1[C:23]2[C:24]([O:27][CH2:28][CH:29]3[CH2:34][CH2:33][N:32]([CH2:35][C:36]4([OH:42])[CH2:41][CH2:40][O:39][CH2:38][CH2:37]4)[CH2:31][CH2:30]3)=[N:25][O:26][C:22]=2[CH:21]=[CH:20][CH:19]=1.C(N(CC)CC)C. The catalyst is ClCCl.O. The product is [OH:42][C:36]1([CH2:35][N:32]2[CH2:33][CH2:34][CH:29]([CH2:28][O:27][C:24]3[C:23]4[C:18]([O:17][CH:13]5[CH2:14][CH2:15][CH2:16][C:12]5=[O:11])=[CH:19][CH:20]=[CH:21][C:22]=4[O:26][N:25]=3)[CH2:30][CH2:31]2)[CH2:41][CH2:40][O:39][CH2:38][CH2:37]1. The yield is 0.450. (2) The reactants are [CH3:1][C:2]1[O:6][N:5]=[C:4]([C:7]2[CH:12]=[CH:11][CH:10]=[CH:9][CH:8]=2)[C:3]=1[CH2:13][O:14][C:15]1[CH:23]=[CH:22][C:18]([C:19]([OH:21])=[O:20])=[CH:17][N:16]=1.[CH3:24][CH:25](O)[CH3:26]. The catalyst is CN(C)C1C=CN=CC=1.ClCCl. The product is [CH:25]([O:20][C:19](=[O:21])[C:18]1[CH:22]=[CH:23][C:15]([O:14][CH2:13][C:3]2[C:4]([C:7]3[CH:8]=[CH:9][CH:10]=[CH:11][CH:12]=3)=[N:5][O:6][C:2]=2[CH3:1])=[N:16][CH:17]=1)([CH3:26])[CH3:24]. The yield is 0.770. (3) The reactants are [CH3:1][O:2][C:3]([C:5]1[CH:14]=[CH:13][C:12]2[NH:11][CH:10]([C:15]3[CH:20]=[CH:19][C:18]([F:21])=[C:17]([Cl:22])[CH:16]=3)[CH2:9][C:8]([CH2:24][CH3:25])([CH3:23])[C:7]=2[N:6]=1)=[O:4].[H-].[Na+].I[CH2:29][CH2:30][CH:31]([CH3:33])[CH3:32]. The product is [CH3:1][O:2][C:3]([C:5]1[CH:14]=[CH:13][C:12]2[N:11]([CH2:29][CH2:30][CH:31]([CH3:33])[CH3:32])[CH:10]([C:15]3[CH:20]=[CH:19][C:18]([F:21])=[C:17]([Cl:22])[CH:16]=3)[CH2:9][C:8]([CH2:24][CH3:25])([CH3:23])[C:7]=2[N:6]=1)=[O:4]. The yield is 0.675. The catalyst is CN(C)C=O. (4) The reactants are [CH3:1][O:2][C:3](/[CH:5]=[CH:6]/[C:7]([O:9][CH:10]([CH3:14])C(O)=O)=[O:8])=[O:4].C(Cl)(=O)C(Cl)=O.[CH2:21]([O:23][C:24](=[O:28])CNC)[CH3:22].C(N(C(C)C)CC)(C)C.[CH3:38][N:39]([CH3:42])[CH:40]=[O:41]. The catalyst is ClCCl.CN(C1C=CN=CC=1)C. The product is [C:7]([O:9][CH2:10][CH2:14][C:40](=[O:41])[N:39]([CH2:42][C:24]([O:23][CH2:21][CH3:22])=[O:28])[CH3:38])(=[O:8])/[CH:6]=[CH:5]/[C:3]([O:2][CH3:1])=[O:4]. The yield is 0.390.